From a dataset of Reaction yield outcomes from USPTO patents with 853,638 reactions. Predict the reaction yield, written as a fraction of the theoretical maximum amount of product (1.0 means a 100% yield; for example, 0.34 means a 34% yield). The reactants are [C:1]([O:4][C@@H:5]([C@H:8]([C@@H:13]([C@@H:18]([CH2:23][O:24][C:25](=[O:27])[CH3:26])[O:19][C:20](=[O:22])[CH3:21])[O:14][C:15](=[O:17])[CH3:16])[O:9][C:10](=[O:12])C)C=O)(=[O:3])[CH3:2].O[CH2:29][CH2:30][CH2:31][CH2:32][CH2:33][C:34]([O:36][CH2:37][CH3:38])=[O:35].B(F)(F)F.CCOCC. The catalyst is C(Cl)Cl. The product is [C:25]([O:24][C@H:23]1[C@@H:18]([O:19][C:20](=[O:22])[CH3:21])[C@H:13]([O:14][C:15](=[O:17])[CH3:16])[C@@H:8]([CH2:5][O:4][C:1](=[O:3])[CH3:2])[O:9][C@@H:10]1[O:12][CH2:29][CH2:30][CH2:31][CH2:32][CH2:33][C:34]([O:36][CH2:37][CH3:38])=[O:35])(=[O:27])[CH3:26]. The yield is 0.570.